From a dataset of Catalyst prediction with 721,799 reactions and 888 catalyst types from USPTO. Predict which catalyst facilitates the given reaction. (1) Reactant: [Cl:1][C:2]1[CH:3]=[C:4]([C:9]2[CH2:14][N:13](CC3C=CC=CC=3)[CH2:12][CH2:11][C:10]=2[C:22]([O:24][CH2:25][CH3:26])=[O:23])[CH:5]=[CH:6][C:7]=1[Cl:8].CC(Cl)OC(Cl)=O.CO. Product: [Cl:1][C:2]1[CH:3]=[C:4]([C:9]2[CH2:14][NH:13][CH2:12][CH2:11][C:10]=2[C:22]([O:24][CH2:25][CH3:26])=[O:23])[CH:5]=[CH:6][C:7]=1[Cl:8]. The catalyst class is: 68. (2) Reactant: [CH3:1][O:2][C:3]1[CH:4]=[C:5]2[CH2:11][CH2:10][N:9](C(OC(C)(C)C)=O)[C:6]2=[CH:7][N:8]=1.FC(F)(F)C(O)=O.[OH-].[Na+]. Product: [CH3:1][O:2][C:3]1[CH:4]=[C:5]2[CH2:11][CH2:10][NH:9][C:6]2=[CH:7][N:8]=1. The catalyst class is: 22.